Dataset: Full USPTO retrosynthesis dataset with 1.9M reactions from patents (1976-2016). Task: Predict the reactants needed to synthesize the given product. (1) Given the product [Cl:21][C:22]1[CH:27]=[CH:26][C:25]([C:2]2[CH:11]=[CH:10][CH:9]=[C:8]3[C:3]=2[CH:4]=[CH:5][C:6]([S:12]([O:15][CH2:16][C:17]([F:20])([F:19])[F:18])(=[O:14])=[O:13])=[CH:7]3)=[C:24]([O:31][CH3:32])[CH:23]=1, predict the reactants needed to synthesize it. The reactants are: Br[C:2]1[CH:11]=[CH:10][CH:9]=[C:8]2[C:3]=1[CH:4]=[CH:5][C:6]([S:12]([O:15][CH2:16][C:17]([F:20])([F:19])[F:18])(=[O:14])=[O:13])=[CH:7]2.[Cl:21][C:22]1[CH:27]=[CH:26][C:25](B(O)O)=[C:24]([O:31][CH3:32])[CH:23]=1.P([O-])([O-])([O-])=O.[K+].[K+].[K+]. (2) Given the product [O:14]1[CH2:19][CH2:18][CH2:17][O:16][CH:15]1[CH2:20][CH2:21][C:6]([C:5]1[CH:4]=[CH:3][C:2]([F:1])=[CH:13][CH:12]=1)=[O:7], predict the reactants needed to synthesize it. The reactants are: [F:1][C:2]1[CH:13]=[CH:12][C:5]([C:6](N(OC)C)=[O:7])=[CH:4][CH:3]=1.[O:14]1[CH2:19][CH2:18][CH2:17][O:16][CH:15]1[CH2:20][CH2:21][Mg]Br.[NH4+].[Cl-].